This data is from Forward reaction prediction with 1.9M reactions from USPTO patents (1976-2016). The task is: Predict the product of the given reaction. (1) Given the reactants [CH2:1]([Sn:5]([CH2:24][CH2:25][CH2:26][CH3:27])([CH2:20][CH2:21][CH2:22][CH3:23])O[Sn:5]([CH2:1][CH2:2][CH2:3][CH3:4])([CH2:20][CH2:21][CH2:22][CH3:23])[CH2:24][CH2:25][CH2:26][CH3:27])[CH2:2][CH2:3][CH3:4].[CH2:28]([CH:30]([CH2:34][CH2:35][CH2:36][CH3:37])[C:31]([OH:33])=[O:32])[CH3:29], predict the reaction product. The product is: [CH2:28]([CH:30]([CH2:34][CH2:35][CH2:36][CH3:37])[C:31]([O-:33])=[O:32])[CH3:29].[CH2:24]([Sn+:5]([CH2:1][CH2:2][CH2:3][CH3:4])[CH2:20][CH2:21][CH2:22][CH3:23])[CH2:25][CH2:26][CH3:27]. (2) Given the reactants [CH:1](=O)[CH2:2][CH2:3][CH2:4][CH2:5][CH2:6][CH3:7].[C:9](O)(=O)[CH3:10].N[C:14]1[CH:15]=[C:16]([S:20][C:21]2[CH:26]=[CH:25][C:24]([CH2:27][C:28]([O:30][CH2:31][CH3:32])=[O:29])=[CH:23][CH:22]=2)[CH:17]=[CH:18][CH:19]=1.[C:33]([BH3-])#[N:34].[Na+], predict the reaction product. The product is: [CH2:1]([N:34]([CH2:33][CH2:1][CH2:2][CH2:3][CH2:4][CH2:9][CH3:10])[C:14]1[CH:15]=[C:16]([S:20][C:21]2[CH:26]=[CH:25][C:24]([CH2:27][C:28]([O:30][CH2:31][CH3:32])=[O:29])=[CH:23][CH:22]=2)[CH:17]=[CH:18][CH:19]=1)[CH2:2][CH2:3][CH2:4][CH2:5][CH2:6][CH3:7].